From a dataset of Full USPTO retrosynthesis dataset with 1.9M reactions from patents (1976-2016). Predict the reactants needed to synthesize the given product. Given the product [F:71][C:65]1[C:66]([F:70])=[CH:67][CH:68]=[CH:69][C:64]=1[CH2:63][S:62][C:56]1[N:55]=[C:54]([NH:12][S:9]([N:4]2[CH2:3][C@H:2]([CH3:1])[NH:7][C@H:6]([CH3:8])[CH2:5]2)(=[O:10])=[O:11])[CH:59]=[C:58]([O:60][CH3:61])[N:57]=1, predict the reactants needed to synthesize it. The reactants are: [CH3:1][C@H:2]1[NH:7][C@@H:6]([CH3:8])[CH2:5][N:4]([S:9]([NH2:12])(=[O:11])=[O:10])[CH2:3]1.C1(P(C2CCCCC2)C2C=CC=CC=2C2C(C(C)C)=CC(C(C)C)=CC=2C(C)C)CCCCC1.C(=O)([O-])[O-].[Cs+].[Cs+].Cl[C:54]1[CH:59]=[C:58]([O:60][CH3:61])[N:57]=[C:56]([S:62][CH2:63][C:64]2[CH:69]=[CH:68][CH:67]=[C:66]([F:70])[C:65]=2[F:71])[N:55]=1.[Cl-].[NH4+].